The task is: Predict the product of the given reaction.. This data is from Forward reaction prediction with 1.9M reactions from USPTO patents (1976-2016). (1) Given the reactants [F:1][C:2]1[CH:10]=[CH:9][CH:8]=[C:7]([F:11])[C:3]=1[C:4](Cl)=[O:5].[Cl:12][C:13]1[C:14]([C:24]2[N:25]=[CH:26][C:27]([NH2:30])=[N:28][CH:29]=2)=[CH:15][C:16]2[O:20][C:19]([F:22])([F:21])[O:18][C:17]=2[CH:23]=1.CCN(C(C)C)C(C)C, predict the reaction product. The product is: [Cl:12][C:13]1[C:14]([C:24]2[N:25]=[CH:26][C:27]([NH:30][C:4](=[O:5])[C:3]3[C:2]([F:1])=[CH:10][CH:9]=[CH:8][C:7]=3[F:11])=[N:28][CH:29]=2)=[CH:15][C:16]2[O:20][C:19]([F:22])([F:21])[O:18][C:17]=2[CH:23]=1. (2) Given the reactants [CH:1]1([N:4]2[C:13]3[C:8](=[CH:9][C:10]([F:17])=[C:11](F)[C:12]=3[O:14][CH3:15])[C:7](=[O:18])[C:6]([C:19]([OH:21])=[O:20])=[CH:5]2)[CH2:3][CH2:2]1.[CH3:22][CH:23]1[CH2:28][NH:27][CH2:26][CH2:25][NH:24]1, predict the reaction product. The product is: [CH3:22][CH:23]1[NH:24][CH2:25][CH2:26][N:27]([C:11]2[C:12]([O:14][CH3:15])=[C:13]3[N:4]([CH:1]4[CH2:3][CH2:2]4)[CH:5]=[C:6]([C:19]([OH:21])=[O:20])[C:7](=[O:18])[C:8]3=[CH:9][C:10]=2[F:17])[CH2:28]1. (3) Given the reactants [N+:1]([C:4]1[CH:18]=[CH:17][CH:16]=[CH:15][C:5]=1/[CH:6]=[CH:7]/[C:8]1[C:9]([NH2:14])=[N:10][CH:11]=[N:12][CH:13]=1)([O-])=O, predict the reaction product. The product is: [NH2:1][C:4]1[CH:18]=[CH:17][CH:16]=[CH:15][C:5]=1[CH2:6][CH2:7][C:8]1[C:9]([NH2:14])=[N:10][CH:11]=[N:12][CH:13]=1. (4) Given the reactants [H-].[Na+].C([O:6][CH2:7][C:8]1([C:11]2[CH:16]=[CH:15][C:14]([C:17]3[N:22]=[C:21]4[CH:23]=[C:24]([Cl:26])[NH:25][C:20]4=[CH:19][C:18]=3[Cl:27])=[CH:13][CH:12]=2)[CH2:10][CH2:9]1)(=O)C.Cl[CH2:29][O:30][CH2:31][CH2:32][Si:33]([CH3:36])([CH3:35])[CH3:34], predict the reaction product. The product is: [Cl:26][C:24]1[N:25]([CH2:29][O:30][CH2:31][CH2:32][Si:33]([CH3:36])([CH3:35])[CH3:34])[C:20]2[C:21](=[N:22][C:17]([C:14]3[CH:13]=[CH:12][C:11]([C:8]4([CH2:7][OH:6])[CH2:10][CH2:9]4)=[CH:16][CH:15]=3)=[C:18]([Cl:27])[CH:19]=2)[CH:23]=1. (5) Given the reactants [CH2:1]([N:7]1[CH2:12][CH2:11][CH:10]([C:13]2[CH:18]=[CH:17][CH:16]=[C:15]([NH:19]C(=O)C(O)(C)C)[CH:14]=2)[CH2:9][CH2:8]1)[CH2:2][CH2:3][CH2:4][CH2:5][CH3:6].Cl, predict the reaction product. The product is: [NH2:19][C:15]1[CH:14]=[C:13]([CH:10]2[CH2:11][CH2:12][N:7]([CH2:1][CH2:2][CH2:3][CH2:4][CH2:5][CH3:6])[CH2:8][CH2:9]2)[CH:18]=[CH:17][CH:16]=1.